Dataset: Reaction yield outcomes from USPTO patents with 853,638 reactions. Task: Predict the reaction yield, written as a fraction of the theoretical maximum amount of product (1.0 means a 100% yield; for example, 0.34 means a 34% yield). The reactants are [NH2:1][C:2]1[N:10]=[CH:9][N:8]=[C:7]2[C:3]=1[N:4]=[CH:5][N:6]2[C@H:11]1[C@H:15]([OH:16])[C@H:14]([OH:17])[C@@H:13]([CH2:18]O)[O:12]1.N1C=CC=CC=1.O=S(Cl)[Cl:28].CO. The catalyst is C(#N)C. The product is [NH2:1][C:2]1[N:10]=[CH:9][N:8]=[C:7]2[C:3]=1[N:4]=[CH:5][N:6]2[C@H:11]1[C@H:15]([OH:16])[C@H:14]([OH:17])[C@@H:13]([CH2:18][Cl:28])[O:12]1. The yield is 0.860.